Task: Predict the reactants needed to synthesize the given product.. Dataset: Full USPTO retrosynthesis dataset with 1.9M reactions from patents (1976-2016) (1) Given the product [Cl:1][C:2]1[CH:7]=[CH:6][C:5]([C:8]2[C:14]3[CH:15]=[CH:16][CH:17]=[CH:18][C:13]=3[C:12]3[C:19]([CH3:22])=[N:20][O:21][C:11]=3[CH:10]([C:23]([NH2:24])=[O:27])[N:9]=2)=[CH:4][CH:3]=1, predict the reactants needed to synthesize it. The reactants are: [Cl:1][C:2]1[CH:7]=[CH:6][C:5]([C:8]2[C:14]3[CH:15]=[CH:16][CH:17]=[CH:18][C:13]=3[C:12]3[C:19]([CH3:22])=[N:20][O:21][C:11]=3[CH:10]([C:23]#[N:24])[N:9]=2)=[CH:4][CH:3]=1.Cl.C(O)(C(F)(F)F)=[O:27]. (2) Given the product [C:1]([O:5][C:6]([C:8]1[C:9]([CH3:42])=[C:10]2[C:14](=[CH:15][CH:16]=1)[C@@H:13]([NH:17][C:18]([C:20]1[N:25]3[N:26]=[CH:27][C:28]([C:43]([OH:46])=[O:45])=[C:24]3[N:23]=[C:22]([C:30](=[O:41])[NH:31][CH2:32][C:33]3[CH:38]=[CH:37][C:36]([F:39])=[C:35]([F:40])[CH:34]=3)[CH:21]=1)=[O:19])[CH2:12][CH2:11]2)=[O:7])([CH3:4])([CH3:3])[CH3:2], predict the reactants needed to synthesize it. The reactants are: [C:1]([O:5][C:6]([C:8]1[C:9]([CH3:42])=[C:10]2[C:14](=[CH:15][CH:16]=1)[C@@H:13]([NH:17][C:18]([C:20]1[N:25]3[N:26]=[CH:27][C:28](I)=[C:24]3[N:23]=[C:22]([C:30](=[O:41])[NH:31][CH2:32][C:33]3[CH:38]=[CH:37][C:36]([F:39])=[C:35]([F:40])[CH:34]=3)[CH:21]=1)=[O:19])[CH2:12][CH2:11]2)=[O:7])([CH3:4])([CH3:3])[CH3:2].[C:43]([O-:46])(=[O:45])C.[K+].[C]=O.CCOC(C)=O. (3) Given the product [CH:10]([C:6]1[CH:7]=[C:8]([CH:9]=[C:4]([CH:1]([CH3:3])[CH3:2])[C:5]=1[OH:13])[CH:32]=[O:33])([CH3:12])[CH3:11], predict the reactants needed to synthesize it. The reactants are: [CH:1]([C:4]1[CH:9]=[CH:8][CH:7]=[C:6]([CH:10]([CH3:12])[CH3:11])[C:5]=1[OH:13])([CH3:3])[CH3:2].C1N2CN3CN(C2)CN1C3.CCCCCC.FC(F)(F)[C:32](O)=[O:33]. (4) The reactants are: O1[CH:5]=[N:4][N:3]=[C:2]1[C:6]1[CH:14]=[CH:13][C:9]2[N:10]=[CH:11][NH:12][C:8]=2[CH:7]=1.[Cl:15][C:16]1[CH:23]=[CH:22][CH:21]=[CH:20][C:17]=1[CH2:18][NH2:19]. Given the product [Cl:15][C:16]1[CH:23]=[CH:22][CH:21]=[CH:20][C:17]=1[CH2:18][N:19]1[CH:5]=[N:4][N:3]=[C:2]1[C:6]1[CH:14]=[CH:13][C:9]2[NH:10][CH:11]=[N:12][C:8]=2[CH:7]=1, predict the reactants needed to synthesize it. (5) Given the product [Cl:12][C:13]1[C:21]2[S:20][C:19]([S:22][C:2]3[NH:3][C:4]4[C:9]([N:10]=3)=[C:8]([NH2:11])[N:7]=[CH:6][N:5]=4)=[N:18][C:17]=2[CH:16]=[CH:15][CH:14]=1, predict the reactants needed to synthesize it. The reactants are: Br[C:2]1[NH:10][C:9]2[C:4](=[N:5][CH:6]=[N:7][C:8]=2[NH2:11])[N:3]=1.[Cl:12][C:13]1[C:21]2[S:20][C:19]([SH:22])=[N:18][C:17]=2[CH:16]=[CH:15][CH:14]=1.CC(C)([O-])C.[K+]. (6) Given the product [I:23][C:20]1[CH:21]=[CH:22][C:17]([N:11]2[CH2:10][CH2:15][C@H:13]([N:8]([CH3:5])[CH3:9])[CH2:12]2)=[CH:18][CH:19]=1, predict the reactants needed to synthesize it. The reactants are: BrC1C=C[C:5]([N:8]2[CH2:13][C@H:12](C)[NH:11][C@H:10]([CH3:15])[CH2:9]2)=CC=1.I[C:17]1[CH:22]=[CH:21][C:20]([I:23])=[CH:19][CH:18]=1.CN(C)[C@H]1CCNC1.